This data is from Forward reaction prediction with 1.9M reactions from USPTO patents (1976-2016). The task is: Predict the product of the given reaction. (1) Given the reactants [NH2:1][C:2]1[CH:7]=[CH:6][CH:5]=[CH:4][C:3]=1[NH:8][C:9](=[O:37])[C:10]1[CH:15]=[CH:14][C:13]([CH2:16]NC2N=C(NCCC3C=CC(OC)=C(OC)C=3)C=CN=2)=[CH:12][CH:11]=1.COC1C=C(CCNC2C=CN=C(NCC3C=CC(C(O)=O)=CC=3)N=2)C=CC=1OC.[O:68]=[C:69]1[NH:73][C:72](=[O:74])[CH:71](CC2C=CC(C(O)=O)=CC=2)[S:70]1, predict the reaction product. The product is: [NH2:1][C:2]1[CH:7]=[CH:6][CH:5]=[CH:4][C:3]=1[NH:8][C:9](=[O:37])[C:10]1[CH:11]=[CH:12][C:13]([CH2:16][CH:71]2[S:70][C:69](=[O:68])[NH:73][C:72]2=[O:74])=[CH:14][CH:15]=1. (2) Given the reactants [F:1][C:2]1([F:29])[CH2:7][CH2:6][N:5]([C:8]([C:10]2[NH:11][C:12]3[C:17]([CH:18]=2)=[CH:16][C:15]([C:19]([N:21]2[CH2:25][CH2:24][CH:23]([N:26]([CH3:28])[CH3:27])[CH2:22]2)=[O:20])=[CH:14][CH:13]=3)=[O:9])[CH2:4][CH2:3]1.[C:30]([C:32]1[CH:33]=[C:34](B(O)O)[CH:35]=[CH:36][CH:37]=1)#[N:31].N1C=CC=CC=1, predict the reaction product. The product is: [F:29][C:2]1([F:1])[CH2:7][CH2:6][N:5]([C:8]([C:10]2[N:11]([C:36]3[CH:37]=[C:32]([CH:33]=[CH:34][CH:35]=3)[C:30]#[N:31])[C:12]3[C:17]([CH:18]=2)=[CH:16][C:15]([C:19]([N:21]2[CH2:25][CH2:24][CH:23]([N:26]([CH3:27])[CH3:28])[CH2:22]2)=[O:20])=[CH:14][CH:13]=3)=[O:9])[CH2:4][CH2:3]1. (3) Given the reactants [C:1]([O:5][C:6]([N:8]([C:27]([O:29][C:30]([CH3:33])([CH3:32])[CH3:31])=[O:28])[C@H:9]([CH2:20][CH2:21]/[CH:22]=[CH:23]/[N+:24]([O-:26])=[O:25])[C:10]([O:12][CH2:13][C:14]1[CH:19]=[CH:18][CH:17]=[CH:16][CH:15]=1)=[O:11])=[O:7])([CH3:4])([CH3:3])[CH3:2].[F:34][C:35]1[C:40]([F:41])=[CH:39][CH:38]=[CH:37][C:36]=1B(O)O.O.C(=O)(O)[O-].[Na+], predict the reaction product. The product is: [C:1]([O:5][C:6]([N:8]([C:27]([O:29][C:30]([CH3:33])([CH3:32])[CH3:31])=[O:28])[C@@H:9]([C:10]([O:12][CH2:13][C:14]1[CH:19]=[CH:18][CH:17]=[CH:16][CH:15]=1)=[O:11])[CH2:20][CH2:21][C@@H:22]([C:39]1[CH:38]=[CH:37][CH:36]=[C:35]([F:34])[C:40]=1[F:41])[CH2:23][N+:24]([O-:26])=[O:25])=[O:7])([CH3:4])([CH3:3])[CH3:2].